Task: Regression. Given two drug SMILES strings and cell line genomic features, predict the synergy score measuring deviation from expected non-interaction effect.. Dataset: NCI-60 drug combinations with 297,098 pairs across 59 cell lines (1) Drug 1: C1CC(C1)(C(=O)O)C(=O)O.[NH2-].[NH2-].[Pt+2]. Drug 2: C(CCl)NC(=O)N(CCCl)N=O. Cell line: HOP-62. Synergy scores: CSS=11.5, Synergy_ZIP=-3.46, Synergy_Bliss=1.86, Synergy_Loewe=-4.96, Synergy_HSA=0.937. (2) Drug 1: CC1=C(C=C(C=C1)C(=O)NC2=CC(=CC(=C2)C(F)(F)F)N3C=C(N=C3)C)NC4=NC=CC(=N4)C5=CN=CC=C5. Drug 2: CC(C)CN1C=NC2=C1C3=CC=CC=C3N=C2N. Cell line: 786-0. Synergy scores: CSS=4.51, Synergy_ZIP=-0.441, Synergy_Bliss=-0.291, Synergy_Loewe=-0.999, Synergy_HSA=-0.997.